This data is from Catalyst prediction with 721,799 reactions and 888 catalyst types from USPTO. The task is: Predict which catalyst facilitates the given reaction. Reactant: [CH3:1][C:2]([C:6]1[NH:7][C:8]2[C:13]([C:14]=1[CH2:15][CH2:16][N:17]1C(=O)C3C(=CC=CC=3)C1=O)=[CH:12][CH:11]=[CH:10][CH:9]=2)([CH3:5])[CH:3]=[CH2:4]. Product: [CH3:5][C:2]([C:6]1[NH:7][C:8]2[C:13]([C:14]=1[CH2:15][CH2:16][NH2:17])=[CH:12][CH:11]=[CH:10][CH:9]=2)([CH3:1])[CH:3]=[CH2:4]. The catalyst class is: 100.